This data is from Reaction yield outcomes from USPTO patents with 853,638 reactions. The task is: Predict the reaction yield, written as a fraction of the theoretical maximum amount of product (1.0 means a 100% yield; for example, 0.34 means a 34% yield). (1) The reactants are Br[C:2]1[CH:11]=[N:10][CH:9]=[CH:8][C:3]=1[C:4]([O:6]C)=[O:5].[NH2:12][C:13]1[C:21]2[C:16](=[CH:17][CH:18]=[CH:19][C:20]=2[F:22])[N:15]([CH3:23])[N:14]=1. No catalyst specified. The product is [F:22][C:20]1[CH:19]=[CH:18][CH:17]=[C:16]2[C:21]=1[C:13]([NH:12][C:2]1[CH:11]=[N:10][CH:9]=[CH:8][C:3]=1[C:4]([OH:6])=[O:5])=[N:14][N:15]2[CH3:23]. The yield is 0.340. (2) The reactants are [Cl:1][C:2]1[CH:7]=[CH:6][C:5]([CH2:8][C:9]([C:11]2[CH:16]=[CH:15][CH:14]=[CH:13][CH:12]=2)=O)=[CH:4][CH:3]=1.[CH2:17]([O:19][C:20]1[CH:21]=[C:22]([CH:25]=[C:26]([N+:29]([O-:31])=[O:30])[C:27]=1[OH:28])[CH:23]=O)[CH3:18].[NH2:32][C:33]([NH2:35])=[O:34].Cl. The catalyst is CCO.CO.CCOC(C)=O. The product is [Cl:1][C:2]1[CH:7]=[CH:6][C:5]([C:8]2[CH:23]([C:22]3[CH:25]=[C:26]([N+:29]([O-:31])=[O:30])[C:27]([OH:28])=[C:20]([O:19][CH2:17][CH3:18])[CH:21]=3)[NH:32][C:33](=[O:34])[NH:35][C:9]=2[C:11]2[CH:16]=[CH:15][CH:14]=[CH:13][CH:12]=2)=[CH:4][CH:3]=1. The yield is 0.0625. (3) The reactants are [H-].[Na+].[O:3]=[CH:4][C:5]1[CH:13]=[CH:12][C:10]([OH:11])=[C:7]([O:8][CH3:9])[CH:6]=1.[CH2:14](Br)[C:15]1[CH:20]=[CH:19][CH:18]=[CH:17][CH:16]=1. The catalyst is CN(C=O)C. The product is [CH3:9][O:8][C:7]1[CH:6]=[C:5]([CH:13]=[CH:12][C:10]=1[O:11][CH2:14][C:15]1[CH:20]=[CH:19][CH:18]=[CH:17][CH:16]=1)[CH:4]=[O:3]. The yield is 0.920.